This data is from Reaction yield outcomes from USPTO patents with 853,638 reactions. The task is: Predict the reaction yield, written as a fraction of the theoretical maximum amount of product (1.0 means a 100% yield; for example, 0.34 means a 34% yield). The product is [NH2:1][C:2]1[C:3]([C:29]([NH2:34])=[O:31])=[N:4][C:5]([C:13]2[CH:18]=[CH:17][CH:16]=[C:15]([C:19]#[C:20][C@:21]3([OH:28])[CH2:25][CH2:24][N:23]([CH3:26])[C:22]3=[O:27])[CH:14]=2)=[N:6][C:7]=1[N:8]1[CH:12]=[CH:11][CH:10]=[N:9]1. The reactants are [NH2:1][C:2]1[C:3]([C:29]([O:31]CC)=O)=[N:4][C:5]([C:13]2[CH:18]=[CH:17][CH:16]=[C:15]([C:19]#[C:20][C@:21]3([OH:28])[CH2:25][CH2:24][N:23]([CH3:26])[C:22]3=[O:27])[CH:14]=2)=[N:6][C:7]=1[N:8]1[CH:12]=[CH:11][CH:10]=[N:9]1.[NH3:34]. No catalyst specified. The yield is 0.140.